From a dataset of Forward reaction prediction with 1.9M reactions from USPTO patents (1976-2016). Predict the product of the given reaction. (1) Given the reactants [CH3:1]C([O-])(C)C.[K+].[Br:7][C:8]1[CH:13]=[CH:12][C:11]([CH:14]2[CH2:19][CH:18]([S:20]([C:23]3[CH:28]=[CH:27][CH:26]=[C:25]([C:29]([F:32])([F:31])[F:30])[CH:24]=3)(=[O:22])=[O:21])[CH2:17][CH2:16][O:15]2)=[CH:10][N:9]=1, predict the reaction product. The product is: [Br:7][C:8]1[CH:13]=[CH:12][C:11]([CH:14]2[CH2:19][C:18]([CH3:1])([S:20]([C:23]3[CH:28]=[CH:27][CH:26]=[C:25]([C:29]([F:32])([F:30])[F:31])[CH:24]=3)(=[O:21])=[O:22])[CH2:17][CH2:16][O:15]2)=[CH:10][N:9]=1. (2) Given the reactants [C:1]([O:20][CH2:21][CH:22]([O:25][CH2:26][C:27](OC(C)(C)C)=[O:28])[CH:23]=[CH2:24])([C:14]1[CH:19]=[CH:18][CH:17]=[CH:16][CH:15]=1)([C:8]1[CH:13]=[CH:12][CH:11]=[CH:10][CH:9]=1)[C:2]1[CH:7]=[CH:6][CH:5]=[CH:4][CH:3]=1.CC(C[AlH]CC(C)C)C.Cl, predict the reaction product. The product is: [C:1]([O:20][CH2:21][CH:22]([O:25][CH2:26][CH:27]=[O:28])[CH:23]=[CH2:24])([C:8]1[CH:9]=[CH:10][CH:11]=[CH:12][CH:13]=1)([C:14]1[CH:19]=[CH:18][CH:17]=[CH:16][CH:15]=1)[C:2]1[CH:3]=[CH:4][CH:5]=[CH:6][CH:7]=1. (3) Given the reactants [CH3:1][N:2]1[CH:6]=[CH:5][N:4]=[CH:3]1.[Br-:7].[Br:8][CH2:9][CH2:10][CH2:11][P+:12]([C:25]1[CH:30]=[CH:29][CH:28]=[CH:27][CH:26]=1)([C:19]1[CH:24]=[CH:23][CH:22]=[CH:21][CH:20]=1)[C:13]1[CH:18]=[CH:17][CH:16]=[CH:15][CH:14]=1, predict the reaction product. The product is: [Br-:8].[CH3:1][N:2]1[CH:6]=[CH:5][N+:4]([CH2:9][CH2:10][CH2:11][P+:12]([C:25]2[CH:30]=[CH:29][CH:28]=[CH:27][CH:26]=2)([C:13]2[CH:14]=[CH:15][CH:16]=[CH:17][CH:18]=2)[C:19]2[CH:24]=[CH:23][CH:22]=[CH:21][CH:20]=2)=[CH:3]1.[Br-:7]. (4) Given the reactants [O:1]=[C:2]1[CH:7]=[CH:6][C:5]([C:8]2[O:12][N:11]=[C:10]([C:13]3[CH:18]=[CH:17][C:16]([O:19][C:20]([F:23])([F:22])[F:21])=[CH:15][CH:14]=3)[N:9]=2)=[CH:4][N:3]1[CH2:24][C:25]1[CH:26]=[C:27]([CH:31]=[CH:32][CH:33]=1)[C:28](Cl)=[O:29].[NH:34]1[CH2:38][CH2:37][CH2:36][CH2:35]1, predict the reaction product. The product is: [N:34]1([C:28]([C:27]2[CH:26]=[C:25]([CH:33]=[CH:32][CH:31]=2)[CH2:24][N:3]2[CH:4]=[C:5]([C:8]3[O:12][N:11]=[C:10]([C:13]4[CH:18]=[CH:17][C:16]([O:19][C:20]([F:23])([F:22])[F:21])=[CH:15][CH:14]=4)[N:9]=3)[CH:6]=[CH:7][C:2]2=[O:1])=[O:29])[CH2:38][CH2:37][CH2:36][CH2:35]1. (5) Given the reactants [C:1]([OH:6])(=[O:5])[C:2]([OH:4])=[O:3].[Nb:7].[C:8]([O-:13])(=[O:12])[C:9]([O-:11])=[O:10].[Nb+5].[C:15]([O-:20])(=[O:19])[C:16]([O-:18])=[O:17].[C:21]([O-:26])(=[O:25])[C:22]([O-:24])=[O:23].[C:27]([O-:32])(=[O:31])[C:28]([O-:30])=[O:29].C([O-])(=O)C([O-])=O.[Nb+5].[OH:40][OH:41], predict the reaction product. The product is: [C:1]([O-:6])(=[O:5])[C:2]([O-:4])=[O:3].[Nb+5:7].[C:8]([O-:13])(=[O:12])[C:9]([O-:11])=[O:10].[C:15]([O-:20])(=[O:19])[C:16]([O-:18])=[O:17].[C:21]([O-:26])(=[O:25])[C:22]([O-:24])=[O:23].[C:27]([O-:32])(=[O:31])[C:28]([O-:30])=[O:29].[Nb+5:7].[Nb:7].[OH:40][OH:41]. (6) Given the reactants [I:1][CH:2]1[CH:6]2[O:7][C:8](=[O:14])[CH:9]3[CH:10]([C:11]([OH:13])=O)[CH:3]1[CH2:4][CH:5]23.Cl.[NH2:16][CH2:17][C:18]#[N:19].F[P-](F)(F)(F)(F)F.N1([PH+](N2CCCC2)N2CCCC2)CCCC1.C(N(CC)CC)C, predict the reaction product. The product is: [C:17]([CH2:18][NH:19][C:11]([CH:10]1[CH:3]2[CH2:4][CH:5]3[CH:6]([CH:2]2[I:1])[O:7][C:8](=[O:14])[CH:9]13)=[O:13])#[N:16].